This data is from Reaction yield outcomes from USPTO patents with 853,638 reactions. The task is: Predict the reaction yield, written as a fraction of the theoretical maximum amount of product (1.0 means a 100% yield; for example, 0.34 means a 34% yield). (1) The reactants are N.[C:2]([O:6][C:7](=[O:30])[N:8]([CH2:19][C:20]1[CH:25]=[CH:24][C:23]([C:26]#[N:27])=[CH:22][C:21]=1[CH2:28][OH:29])[CH:9]1[C:18]2[N:17]=[CH:16][CH:15]=[CH:14][C:13]=2[CH2:12][CH2:11][CH2:10]1)([CH3:5])([CH3:4])[CH3:3].[H][H]. The catalyst is CO.[Ni]. The product is [C:2]([O:6][C:7](=[O:30])[N:8]([CH2:19][C:20]1[CH:25]=[CH:24][C:23]([CH2:26][NH2:27])=[CH:22][C:21]=1[CH2:28][OH:29])[CH:9]1[C:18]2[N:17]=[CH:16][CH:15]=[CH:14][C:13]=2[CH2:12][CH2:11][CH2:10]1)([CH3:5])([CH3:3])[CH3:4]. The yield is 0.550. (2) The reactants are [CH3:1][O:2][C:3]1[CH:4]=[C:5]([CH:8]=[CH:9][C:10]=1[O:11][CH3:12])[CH2:6]O.C(Br)(Br)(Br)[Br:14].C1(P(C2C=CC=CC=2)C2C=CC=CC=2)C=CC=CC=1. The catalyst is C1COCC1. The product is [CH3:1][O:2][C:3]1[CH:4]=[C:5]([CH:8]=[CH:9][C:10]=1[O:11][CH3:12])[CH2:6][Br:14]. The yield is 0.590. (3) The reactants are [CH2:1]([O:3][C:4](=[O:19])[C:5]([CH3:18])([CH3:17])[CH2:6][CH2:7][CH:8]=[CH:9][C:10]1[CH:15]=[CH:14][CH:13]=[CH:12][C:11]=1[Cl:16])[CH3:2].[BrH:20]. The catalyst is C(O)(=O)C. The product is [CH2:1]([O:3][C:4](=[O:19])[C:5]([CH3:18])([CH3:17])[CH2:6][CH2:7][CH2:8][CH:9]([Br:20])[C:10]1[CH:15]=[CH:14][CH:13]=[CH:12][C:11]=1[Cl:16])[CH3:2]. The yield is 0.801.